Dataset: Full USPTO retrosynthesis dataset with 1.9M reactions from patents (1976-2016). Task: Predict the reactants needed to synthesize the given product. (1) Given the product [Cl:1][C:2]1[CH:7]=[CH:6][C:5]([S:8][CH2:9][C:10]([OH:12])=[O:11])=[C:4]([S:15][C:16]2[CH:21]=[CH:20][C:19]([S:22]([CH2:25][CH3:26])(=[O:24])=[O:23])=[CH:18][C:17]=2[Cl:27])[CH:3]=1, predict the reactants needed to synthesize it. The reactants are: [Cl:1][C:2]1[CH:7]=[CH:6][C:5]([S:8][CH2:9][C:10]([O:12]CC)=[O:11])=[C:4]([S:15][C:16]2[CH:21]=[CH:20][C:19]([S:22]([CH2:25][CH3:26])(=[O:24])=[O:23])=[CH:18][C:17]=2[Cl:27])[CH:3]=1.[OH-].[Na+]. (2) Given the product [C:22]([C:2]1[CH:3]=[CH:4][C:5]([C:8]([NH:10][CH2:11][CH2:12][C:13]([F:16])([F:15])[F:14])=[O:9])=[N:6][CH:7]=1)(=[O:24])[CH3:23], predict the reactants needed to synthesize it. The reactants are: Br[C:2]1[CH:3]=[CH:4][C:5]([C:8]([NH:10][CH2:11][CH2:12][C:13]([F:16])([F:15])[F:14])=[O:9])=[N:6][CH:7]=1.C([Sn](CCCC)(CCCC)[C:22]([O:24]CC)=[CH2:23])CCC.Cl.C([O-])(O)=O.[Na+]. (3) Given the product [CH:22]1[C:21]2[CH:20]([CH2:27][O:28][NH:5][CH2:1][C:2]([NH:44][C@H:45]3[CH2:68][CH2:67][C@@:66]4([CH3:69])[C@H:47]([CH2:48][CH2:49][C@@H:50]5[C@@H:65]4[CH2:64][CH:63]([OH:70])[C@@:62]4([CH3:71])[C@H:51]5[CH2:52][CH2:53][C@@H:54]4[C@H:55]([CH3:61])[CH2:56][CH2:57][C:58]([OH:60])=[O:59])[CH2:46]3)=[O:38])[C:18]3[C:17](=[CH:16][CH:15]=[CH:14][CH:19]=3)[C:26]=2[CH:25]=[CH:24][CH:23]=1, predict the reactants needed to synthesize it. The reactants are: [CH2:1]([N:5](CCCC)CCCC)[CH2:2]CC.[CH:14]1[CH:19]=[C:18]2[CH:20]([CH2:27][O:28]C(NCC(O)=O)=O)[C:21]3[C:26]([C:17]2=[CH:16][CH:15]=1)=[CH:25][CH:24]=[CH:23][CH:22]=3.ClC(OCC(C)C)=[O:38].[NH2:44][C@H:45]1[CH2:68][CH2:67][C@@:66]2([CH3:69])[C@H:47]([CH2:48][CH2:49][C@@H:50]3[C@@H:65]2[CH2:64][C@H:63]([OH:70])[C@@:62]2([CH3:71])[C@H:51]3[CH2:52][CH2:53][C@@H:54]2[C@H:55]([CH3:61])[CH2:56][CH2:57][C:58]([OH:60])=[O:59])[CH2:46]1. (4) Given the product [F:41][CH2:42][CH2:43][N:7]1[C:2](=[O:1])[C:3]2[C:10]([C:11]3[CH:12]=[CH:13][CH:14]=[CH:15][CH:16]=3)=[C:9]([C:17]3[CH:22]=[CH:21][C:20]([C:23]4([NH:27][C:28](=[O:34])[O:29][C:30]([CH3:31])([CH3:33])[CH3:32])[CH2:24][CH2:25][CH2:26]4)=[CH:19][CH:18]=3)[O:8][C:4]=2[N:5]=[CH:6]1, predict the reactants needed to synthesize it. The reactants are: [O:1]=[C:2]1[NH:7][CH:6]=[N:5][C:4]2[O:8][C:9]([C:17]3[CH:22]=[CH:21][C:20]([C:23]4([NH:27][C:28](=[O:34])[O:29][C:30]([CH3:33])([CH3:32])[CH3:31])[CH2:26][CH2:25][CH2:24]4)=[CH:19][CH:18]=3)=[C:10]([C:11]3[CH:16]=[CH:15][CH:14]=[CH:13][CH:12]=3)[C:3]1=2.C([O-])([O-])=O.[K+].[K+].[F:41][CH2:42][CH2:43]I. (5) Given the product [Br:1][CH2:14][C:12]1[CH:11]=[CH:10][CH:9]=[C:8]([CH3:7])[N:13]=1, predict the reactants needed to synthesize it. The reactants are: [BrH:1].S(=O)(=O)(O)O.[CH3:7][C:8]1[N:13]=[C:12]([CH2:14]O)[CH:11]=[CH:10][CH:9]=1. (6) Given the product [Br:1][C:2]1[CH:3]=[C:4]([CH:8]=[CH:9][C:10]=1[Cl:11])[C:5]([O:7][CH2:19][CH3:20])=[O:6], predict the reactants needed to synthesize it. The reactants are: [Br:1][C:2]1[CH:3]=[C:4]([CH:8]=[CH:9][C:10]=1[Cl:11])[C:5]([OH:7])=[O:6].C(=O)([O-])[O-].[Cs+].[Cs+].I[CH2:19][CH3:20]. (7) Given the product [CH3:13][C:5]([C:7]1[O:8][C:9]([CH3:12])=[CH:10][CH:11]=1)([CH3:6])[CH2:4][CH2:3][OH:2], predict the reactants needed to synthesize it. The reactants are: C[O:2][C:3](=O)[CH2:4][C:5]([CH3:13])([C:7]1[O:8][C:9]([CH3:12])=[CH:10][CH:11]=1)[CH3:6].[H-].[H-].[H-].[H-].[Li+].[Al+3]. (8) Given the product [Br:1][C:2]1[CH:3]=[C:4]2[C:10]([O:11][CH2:21][CH3:22])=[N:9][N:8]([CH2:12][C:13]3[CH:18]=[CH:17][C:16]([O:19][CH3:20])=[CH:15][CH:14]=3)[C:5]2=[N:6][CH:7]=1, predict the reactants needed to synthesize it. The reactants are: [Br:1][C:2]1[CH:3]=[C:4]2[C:10]([OH:11])=[N:9][N:8]([CH2:12][C:13]3[CH:18]=[CH:17][C:16]([O:19][CH3:20])=[CH:15][CH:14]=3)[C:5]2=[N:6][CH:7]=1.[C:21]1(P(C2C=CC=CC=2)C2C=CC=CC=2)C=CC=C[CH:22]=1.C(O)C.N(C(OC(C)C)=O)=NC(OC(C)C)=O. (9) Given the product [C:1]1([C:7]2[N:12]=[CH:11][C:10]([NH:13][C:14]([C:16]3[CH:21]=[C:20]([N:22]4[CH2:27][CH2:26][CH2:25][CH2:24][CH2:23]4)[CH:19]=[CH:18][C:17]=3[NH:28][C:29]([C:31]3[CH:32]=[C:33]([CH:38]=[CH:39][CH:40]=3)[C:34]([OH:36])=[O:35])=[O:30])=[O:15])=[CH:9][N:8]=2)[CH:6]=[CH:5][CH:4]=[CH:3][CH:2]=1, predict the reactants needed to synthesize it. The reactants are: [C:1]1([C:7]2[N:12]=[CH:11][C:10]([NH:13][C:14]([C:16]3[CH:21]=[C:20]([N:22]4[CH2:27][CH2:26][CH2:25][CH2:24][CH2:23]4)[CH:19]=[CH:18][C:17]=3[NH:28][C:29]([C:31]3[CH:32]=[C:33]([CH:38]=[CH:39][CH:40]=3)[C:34]([O:36]C)=[O:35])=[O:30])=[O:15])=[CH:9][N:8]=2)[CH:6]=[CH:5][CH:4]=[CH:3][CH:2]=1.O.[OH-].[Li+]. (10) The reactants are: [N:1]1[CH:6]=[CH:5][CH:4]=[C:3]([N:7]2[CH2:11][CH2:10][C@@H:9]([OH:12])[CH2:8]2)[CH:2]=1.[Br:13]C1C(=O)C(Br)=CC(Br)(Br)C=1.[OH-].[Na+]. Given the product [Br:13][C:6]1[N:1]=[CH:2][C:3]([N:7]2[CH2:11][CH2:10][C@@H:9]([OH:12])[CH2:8]2)=[CH:4][CH:5]=1, predict the reactants needed to synthesize it.